Dataset: Drug-target binding data from BindingDB using Ki measurements. Task: Regression. Given a target protein amino acid sequence and a drug SMILES string, predict the binding affinity score between them. We predict pKi (pKi = -log10(Ki in M); higher means stronger inhibition). Dataset: bindingdb_ki. (1) The small molecule is O=C(NCc1cccc(-c2cccc(-c3cc4cnccc4[nH]3)c2O)c1)C(CO)c1cccnc1. The target protein (P08709) has sequence MVSQALRLLCLLLGLQGCLAAGGVAKASGGETRDMPWKPGPHRVFVTQEEAHGVLHRRRRANAFLEELRPGSLERECKEEQCSFEEAREIFKDAERTKLFWISYSDGDQCASSPCQNGGSCKDQLQSYICFCLPAFEGRNCETHKDDQLICVNENGGCEQYCSDHTGTKRSCRCHEGYSLLADGVSCTPTVEYPCGKIPILEKRNASKPQGRIVGGKVCPKGECPWQVLLLVNGAQLCGGTLINTIWVVSAAHCFDKIKNWRNLIAVLGEHDLSEHDGDEQSRRVAQVIIPSTYVPGTTNHDIALLRLHQPVVLTDHVVPLCLPERTFSERTLAFVRFSLVSGWGQLLDRGATALELMVLNVPRLMTQDCLQQSRKVGDSPNITEYMFCAGYSDGSKDSCKGDSGGPHATHYRGTWYLTGIVSWGQGCATVGHFGVYTRVSQYIEWLQKLMRSEPRPGVLLRAPFP. The pKi is 6.2. (2) The compound is O=C(O)CCC(=O)N1N=C(c2ccccc2)CC1c1ccccc1F. The target protein (P11064) has sequence MAEQVTKSVLFVCLGNICRSPIAEAVFRKLVTDQNISDNWVIDSGAVSDWNVGRSPDPRAVSCLRNHGINTAHKARQVTKEDFVTFDYILCMDESNLRDLNRKSNQVKNCRAKIELLGSYDPQKQLIIEDPYYGNDADFETVYQQCVRCCRAFLEKVR. The pKi is 3.0.